From a dataset of Reaction yield outcomes from USPTO patents with 853,638 reactions. Predict the reaction yield, written as a fraction of the theoretical maximum amount of product (1.0 means a 100% yield; for example, 0.34 means a 34% yield). (1) The yield is 0.0200. The product is [Br:38][C:20]1[CH:21]=[CH:22][C:17]([C@@H:15]([N:11]2[CH2:10][CH2:9][C@@:8]([C:5]3[CH:6]=[CH:7][C:2]([F:1])=[CH:3][CH:4]=3)([CH2:31][C:43]3([OH:42])[CH2:40][CH2:39]3)[O:13][C:12]2=[O:14])[CH3:16])=[CH:18][CH:19]=1. The reactants are [F:1][C:2]1[CH:7]=[CH:6][C:5]([C@:8]2([CH2:31]C(OC)=O)[O:13][C:12](=[O:14])[N:11]([C@H:15]([C:17]3[CH:22]=[CH:21][C:20](C4C=CC(=O)N(C)C=4)=[CH:19][CH:18]=3)[CH3:16])[CH2:10][CH2:9]2)=[CH:4][CH:3]=1.C[Mg][Br:38].[CH2:39]1[CH2:43][O:42]C[CH2:40]1. The catalyst is C(O[Ti](OC(C)C)(OC(C)C)OC(C)C)(C)C. (2) The reactants are [CH3:1][O:2][C:3]1[CH:4]=[C:5]2[C:10](=[CH:11][C:12]=1[O:13][CH3:14])[N:9]=[CH:8][CH:7]=[C:6]2[S:15][C:16]1[S:17][C:18]([NH2:21])=[CH:19][N:20]=1.N1C=CC=CC=1.Cl[C:29](OC1C=CC([N+]([O-])=O)=CC=1)=[O:30].[NH2:41][C:42]1[S:43][CH:44]=[CH:45][N:46]=1. The catalyst is O1CCCC1.CO.C(OCC)(=O)C.O.C(N(CC)CC)C. The yield is 0.190. The product is [CH3:1][O:2][C:3]1[CH:4]=[C:5]2[C:10](=[CH:11][C:12]=1[O:13][CH3:14])[N:9]=[CH:8][CH:7]=[C:6]2[S:15][C:16]1[S:17][C:18]([NH:21][C:29]([NH:41][C:42]2[S:43][CH:44]=[CH:45][N:46]=2)=[O:30])=[CH:19][N:20]=1.